From a dataset of Catalyst prediction with 721,799 reactions and 888 catalyst types from USPTO. Predict which catalyst facilitates the given reaction. (1) Reactant: [N+:1]([C:4]1[CH:5]=[C:6]([CH:9]=[CH:10][C:11]=1[NH2:12])[C:7]#[N:8])([O-:3])=[O:2].[H-].[Na+].I[CH2:16][CH2:17][CH3:18]. Product: [N+:1]([C:4]1[CH:5]=[C:6]([CH:9]=[CH:10][C:11]=1[NH:12][CH2:16][CH2:17][CH3:18])[C:7]#[N:8])([O-:3])=[O:2]. The catalyst class is: 3. (2) Reactant: [CH2:1]([O:5][C:6]1[C:11]([CH3:12])=[CH:10][C:9]([CH:13]=[CH:14][O:15]C)=[CH:8][C:7]=1[CH3:17])[CH2:2][CH2:3][CH3:4].Cl.C(=O)(O)[O-].[Na+]. Product: [CH2:1]([O:5][C:6]1[C:11]([CH3:12])=[CH:10][C:9]([CH2:13][CH:14]=[O:15])=[CH:8][C:7]=1[CH3:17])[CH2:2][CH2:3][CH3:4]. The catalyst class is: 10. (3) Reactant: [CH2:1]([O:8][C:9](=[O:15])[CH:10]([OH:14])[CH:11]([CH3:13])[CH3:12])[C:2]1[CH:7]=[CH:6][CH:5]=[CH:4][CH:3]=1.N1C(C)=CC=CC=1C.[S:24](O[S:24]([C:27]([F:30])([F:29])[F:28])(=[O:26])=[O:25])([C:27]([F:30])([F:29])[F:28])(=[O:26])=[O:25].Cl. Product: [CH2:1]([O:8][C:9](=[O:15])[CH:10]([O:14][S:24]([C:27]([F:30])([F:29])[F:28])(=[O:26])=[O:25])[CH:11]([CH3:13])[CH3:12])[C:2]1[CH:7]=[CH:6][CH:5]=[CH:4][CH:3]=1. The catalyst class is: 34. (4) Reactant: CC1(C)[O:6][C@H:5]([CH2:7][O:8][CH2:9][C:10]2[CH:15]=[CH:14][C:13]([CH:16]=[CH2:17])=[CH:12][CH:11]=2)[C@@H:4]([CH2:18][O:19][CH2:20][C:21]2[CH:26]=[CH:25][C:24]([CH:27]=[CH2:28])=[CH:23][CH:22]=2)[O:3]1. Product: [CH:16]([C:13]1[CH:12]=[CH:11][C:10]([CH2:9][O:8][CH2:7][C@@H:5]([OH:6])[C@H:4]([OH:3])[CH2:18][O:19][CH2:20][C:21]2[CH:22]=[CH:23][C:24]([CH:27]=[CH2:28])=[CH:25][CH:26]=2)=[CH:15][CH:14]=1)=[CH2:17]. The catalyst class is: 5. (5) Reactant: P(Cl)(Cl)(Cl)(Cl)Cl.[CH:7]1([CH2:10][N:11]2[CH2:17][CH:16]([C:18]3[CH:23]=[CH:22][CH:21]=[CH:20][CH:19]=3)[CH2:15][CH2:14][CH2:13][C:12]2=[O:24])[CH2:9][CH2:8]1.II.BrBr.[N-:29]=[N+]=[N-].[Na+].[Br-]. Product: [NH2:29][CH:13]1[CH2:14][CH2:15][CH:16]([C:18]2[CH:19]=[CH:20][CH:21]=[CH:22][CH:23]=2)[CH2:17][N:11]([CH2:10][CH:7]2[CH2:9][CH2:8]2)[C:12]1=[O:24]. The catalyst class is: 120. (6) Reactant: C1N=C(N)C2N=CN([C@@H]3[O:14][C@H](COP(OP(OC[C@H]4O[C@@H](N5C=C(C(N)=O)CC=C5)[C@H](O)[C@@H]4O)(O)=O)(O)=O)[C@@H](O)[C@H]3OP(O)(O)=O)C=2N=1.N[C@H](C(O)=[O:56])CCSC.[CH3:58][S:59][CH2:60][CH2:61][CH2:62][CH2:63][CH:64]([NH2:68])[C:65]([OH:67])=[O:66].[CH3:69][S:70][CH2:71][CH2:72][CH2:73][CH2:74][CH2:75][CH:76]([NH2:80])[C:77]([OH:79])=[O:78]. Product: [CH3:58][S:59][CH2:60][CH2:61][CH2:62][CH2:63][CH:64]([NH2:68])[C:65]([OH:67])=[O:66].[CH3:69][S:70][CH2:71][CH2:72][CH2:73][CH2:74][CH2:75][CH:76]([NH2:80])[C:77]([OH:79])=[O:78].[CH3:58][S:59][CH2:60][CH2:61][CH2:62][CH2:63][CH:64]=[N:68][OH:14].[CH3:69][S:70][CH2:71][CH2:72][CH2:73][CH2:74][CH2:75][CH:76]=[N:80][OH:56]. The catalyst class is: 133. (7) Reactant: [CH3:1][CH:2]([CH2:4][C@H:5]([NH:31][C:32]([C@H:34]([NH:45][C:46]([C@@H:48]([NH:57][C:58]([C@@H:60]([NH:63][C:64]([C@@H:66]([NH:77][C:78]([C@@H:80]([NH:87][C:88]([C@H:90]1[NH:95][C:93](=[O:94])[CH2:92][CH2:91]1)=[O:89])[CH2:81][C:82]1[NH:86][CH:85]=[N:84][CH:83]=1)=[O:79])[CH2:67][C:68]1[C:76]2[C:71](=[CH:72][CH:73]=[CH:74][CH:75]=2)[NH:70][CH:69]=1)=[O:65])[CH2:61][OH:62])=[O:59])[CH2:49][C:50]1[CH:55]=[CH:54][C:53]([OH:56])=[CH:52][CH:51]=1)=[O:47])[CH2:35][C:36]1[C:44]2[C:39](=[CH:40][CH:41]=[CH:42][CH:43]=2)[NH:38][CH:37]=1)=[O:33])[C:6]([NH:8][C@H:9]([C:17]([N:19]1[C@H:23]([C:24]([NH:26][CH2:27][C:28]([NH2:30])=[O:29])=[O:25])[CH2:22][CH2:21][CH2:20]1)=[O:18])[CH2:10][CH2:11][CH2:12][N:13]=[C:14]([NH2:16])[NH2:15])=[O:7])[CH3:3].C([O-])(=O)C.[CH3:100][CH:101]([CH:103]1[NH:127][C:125](=[O:126])[CH:124]([CH2:128][CH2:129][CH2:130][CH2:131][NH2:132])[NH:123][C:121](=[O:122])[CH:120]([CH2:133][C:134]2[C:142]3[C:137](=[CH:138][CH:139]=[CH:140][CH:141]=3)[NH:136][CH:135]=2)[NH:119][C:117](=[O:118])[CH:116]([CH2:143][C:144]2[CH:149]=[CH:148][C:147]([OH:150])=[CH:146][CH:145]=2)[NH:115][C:113](=[O:114])[CH:112]([NH:151][C:152]([CH:154]([NH2:166])[CH2:155][C:156]2[CH:165]=[CH:164][C:163]3[C:158](=[CH:159][CH:160]=[CH:161][CH:162]=3)[CH:157]=2)=[O:153])[CH2:111][S:110][S:109][CH2:108][CH:107]([C:167]([NH:169][CH:170]([C:174]([NH2:176])=[O:175])[CH:171]([OH:173])[CH3:172])=[O:168])[NH:106][C:104]1=[O:105])[CH3:102]. The catalyst class is: 6. Product: [CH3:102][CH:101]([CH:103]1[NH:127][C:125](=[O:126])[CH:124]([CH2:128][CH2:129][CH2:130][CH2:131][NH2:132])[NH:123][C:121](=[O:122])[CH:120]([CH2:133][C:134]2[C:142]3[C:137](=[CH:138][CH:139]=[CH:140][CH:141]=3)[NH:136][CH:135]=2)[NH:119][C:117](=[O:118])[CH:116]([CH2:143][C:144]2[CH:145]=[CH:146][C:147]([OH:150])=[CH:148][CH:149]=2)[NH:115][C:113](=[O:114])[CH:112]([NH:151][C:152]([CH:154]([NH2:166])[CH2:155][C:156]2[CH:165]=[CH:164][C:163]3[C:158](=[CH:159][CH:160]=[CH:161][CH:162]=3)[CH:157]=2)=[O:153])[CH2:111][S:110][S:109][CH2:108][CH:107]([C:167]([NH:169][CH:170]([C:174]([NH2:176])=[O:175])[CH:171]([OH:173])[CH3:172])=[O:168])[NH:106][C:104]1=[O:105])[CH3:100].[CH3:3][CH:2]([CH2:4][C@H:5]([NH:31][C:32]([C@H:34]([NH:45][C:46]([C@@H:48]([NH:57][C:58]([C@@H:60]([NH:63][C:64]([C@@H:66]([NH:77][C:78]([C@@H:80]([NH:87][C:88]([C@H:90]1[NH:95][C:93](=[O:94])[CH2:92][CH2:91]1)=[O:89])[CH2:81][C:82]1[NH:86][CH:85]=[N:84][CH:83]=1)=[O:79])[CH2:67][C:68]1[C:76]2[C:71](=[CH:72][CH:73]=[CH:74][CH:75]=2)[NH:70][CH:69]=1)=[O:65])[CH2:61][OH:62])=[O:59])[CH2:49][C:50]1[CH:51]=[CH:52][C:53]([OH:56])=[CH:54][CH:55]=1)=[O:47])[CH2:35][C:36]1[C:44]2[C:39](=[CH:40][CH:41]=[CH:42][CH:43]=2)[NH:38][CH:37]=1)=[O:33])[C:6]([NH:8][C@H:9]([C:17]([N:19]1[C@H:23]([C:24]([NH:26][CH2:27][C:28]([NH2:30])=[O:29])=[O:25])[CH2:22][CH2:21][CH2:20]1)=[O:18])[CH2:10][CH2:11][CH2:12][N:13]=[C:14]([NH2:15])[NH2:16])=[O:7])[CH3:1].